Task: Predict the reactants needed to synthesize the given product.. Dataset: Full USPTO retrosynthesis dataset with 1.9M reactions from patents (1976-2016) (1) Given the product [CH2:1]([C@@:4]1([C:20]2[CH:25]=[CH:24][CH:23]=[CH:22][CH:21]=2)[O:9][C:8](=[O:10])[N:7]([C@H:11]([C:13]2[CH:18]=[CH:17][C:16]([C:29]3[CH:30]=[N:31][CH:32]=[C:27]([F:26])[CH:28]=3)=[CH:15][CH:14]=2)[CH3:12])[CH2:6][CH2:5]1)[CH:2]=[CH2:3], predict the reactants needed to synthesize it. The reactants are: [CH2:1]([C@@:4]1([C:20]2[CH:25]=[CH:24][CH:23]=[CH:22][CH:21]=2)[O:9][C:8](=[O:10])[N:7]([C@H:11]([C:13]2[CH:18]=[CH:17][C:16](Br)=[CH:15][CH:14]=2)[CH3:12])[CH2:6][CH2:5]1)[CH:2]=[CH2:3].[F:26][C:27]1[CH:28]=[C:29](B(O)O)[CH:30]=[N:31][CH:32]=1. (2) Given the product [CH3:1][O:2][C:3](=[O:26])[CH2:4][C:5]1[C:14]([CH3:15])=[C:13]([C:28]2[CH:29]=[CH:30][C:31]([S:34][C:35]3[CH:40]=[C:39]([Cl:41])[CH:38]=[C:37]([Cl:42])[CH:36]=3)=[CH:32][CH:33]=2)[C:12]2[C:7](=[CH:8][CH:9]=[C:10]([F:25])[CH:11]=2)[CH:6]=1, predict the reactants needed to synthesize it. The reactants are: [CH3:1][O:2][C:3](=[O:26])[CH2:4][C:5]1[C:14]([CH3:15])=[C:13](B2OC(C)(C)C(C)(C)O2)[C:12]2[C:7](=[CH:8][CH:9]=[C:10]([F:25])[CH:11]=2)[CH:6]=1.Br[C:28]1[CH:33]=[CH:32][C:31]([S:34][C:35]2[CH:40]=[C:39]([Cl:41])[CH:38]=[C:37]([Cl:42])[CH:36]=2)=[CH:30][CH:29]=1.C(=O)(O)[O-].[Na+].O. (3) Given the product [F:21][C:22]1[CH:27]=[CH:26][CH:25]=[CH:24][C:23]=1[C:2]1[CH:7]=[CH:6][C:5]([C:8]2[N:9]=[C:10]3[CH:15]=[C:14]([S:16]([CH3:19])(=[O:18])=[O:17])[CH:13]=[CH:12][N:11]3[CH:20]=2)=[CH:4][CH:3]=1, predict the reactants needed to synthesize it. The reactants are: Br[C:2]1[CH:7]=[CH:6][C:5]([C:8]2[N:9]=[C:10]3[CH:15]=[C:14]([S:16]([CH3:19])(=[O:18])=[O:17])[CH:13]=[CH:12][N:11]3[CH:20]=2)=[CH:4][CH:3]=1.[F:21][C:22]1[CH:27]=[CH:26][CH:25]=[CH:24][C:23]=1B(O)O. (4) Given the product [F:1][C:2]1[CH:7]=[CH:6][CH:5]=[C:4]([F:8])[C:3]=1[C:9]1[CH:10]=[C:11]2[C:15](=[CH:16][CH:17]=1)[N:14]([CH:18]1[CH2:23][CH2:22][CH2:21][CH2:20][O:19]1)[N:13]=[C:12]2[C:24]1[N:25]=[C:42]([N:37]2[CH2:36][CH2:49][C@H:50]([OH:51])[C@H:39]([OH:40])[CH2:38]2)[CH:41]=[N:28][CH:29]=1, predict the reactants needed to synthesize it. The reactants are: [F:1][C:2]1[CH:7]=[CH:6][CH:5]=[C:4]([F:8])[C:3]=1[C:9]1[CH:10]=[C:11]2[C:15](=[CH:16][CH:17]=1)[N:14]([CH:18]1[CH2:23][CH2:22][CH2:21][CH2:20][O:19]1)[N:13]=[C:12]2[C:24]1[CH:29]=[N:28]C=C(N2CCC=CC2)[N:25]=1.[CH3:36][N+:37]1([O-])[CH2:42][CH2:41][O:40][CH2:39][CH2:38]1.OS([O-])=O.[Na+].[CH3:49][C:50](C)=[O:51].